The task is: Predict the reactants needed to synthesize the given product.. This data is from Full USPTO retrosynthesis dataset with 1.9M reactions from patents (1976-2016). (1) Given the product [C:1]([O:5][C:6]([N:8]1[CH2:13][CH2:12][CH:11]([N:14]2[C:18]3=[N:19][CH:20]=[N:21][C:22]([O:24][C:25]4[CH:30]=[CH:29][C:28]([S:31](=[O:33])(=[O:32])[NH2:34])=[CH:27][CH:26]=4)=[C:17]3[CH:16]=[N:15]2)[CH2:10][CH2:9]1)=[O:7])([CH3:4])([CH3:3])[CH3:2], predict the reactants needed to synthesize it. The reactants are: [C:1]([O:5][C:6]([N:8]1[CH2:13][CH2:12][CH:11]([N:14]2[C:18]3=[N:19][CH:20]=[N:21][C:22](Cl)=[C:17]3[CH:16]=[N:15]2)[CH2:10][CH2:9]1)=[O:7])([CH3:4])([CH3:3])[CH3:2].[OH:24][C:25]1[CH:30]=[CH:29][C:28]([S:31]([NH2:34])(=[O:33])=[O:32])=[CH:27][CH:26]=1. (2) The reactants are: [Cl:1][C:2]1[CH:3]=[C:4]([CH:15]=[CH:16][C:17]=1[F:18])[CH:5]=[N:6][C:7]1[CH:8]=[CH:9][C:10]([C:13]#[N:14])=[N:11][CH:12]=1.[CH2:19]=[CH:20][C:21](=[CH2:23])[CH3:22]. Given the product [Cl:1][C:2]1[CH:3]=[C:4]([CH:5]2[CH2:22][C:21]([CH3:23])([CH:20]=[CH2:19])[C:12]3[N:11]=[C:10]([C:13]#[N:14])[CH:9]=[CH:8][C:7]=3[NH:6]2)[CH:15]=[CH:16][C:17]=1[F:18], predict the reactants needed to synthesize it. (3) Given the product [CH3:15][C:14]([CH3:17])([CH3:16])[C:13]([NH:7][C:3]1[CH:2]=[N:1][CH:6]=[CH:5][CH:4]=1)=[O:18], predict the reactants needed to synthesize it. The reactants are: [N:1]1[CH:6]=[CH:5][CH:4]=[C:3]([NH2:7])[CH:2]=1.CCOCC.[C:13](Cl)(=[O:18])[C:14]([CH3:17])([CH3:16])[CH3:15].CCN(CC)CC.